From a dataset of Reaction yield outcomes from USPTO patents with 853,638 reactions. Predict the reaction yield, written as a fraction of the theoretical maximum amount of product (1.0 means a 100% yield; for example, 0.34 means a 34% yield). The reactants are [C:1]([N:5]1[C:9]2[N:10]=[C:11]([NH2:15])[N:12]=[C:13](Cl)[C:8]=2[CH:7]=[CH:6]1)([CH3:4])([CH3:3])[CH3:2].N. The catalyst is CO.[Pd]. The product is [C:1]([N:5]1[C:9]2[N:10]=[C:11]([NH2:15])[N:12]=[CH:13][C:8]=2[CH:7]=[CH:6]1)([CH3:4])([CH3:2])[CH3:3]. The yield is 0.920.